From a dataset of Forward reaction prediction with 1.9M reactions from USPTO patents (1976-2016). Predict the product of the given reaction. (1) Given the reactants [Si:1]([O:8][CH2:9][C@H:10]1[O:14][C:13]([CH3:16])([CH3:15])[N:12]([C:17]([O:19][C:20]([CH3:23])([CH3:22])[CH3:21])=[O:18])[C@H:11]1[CH2:24][C:25]1[CH:30]=[CH:29][N:28]=[CH:27][CH:26]=1)([C:4]([CH3:7])([CH3:6])[CH3:5])([CH3:3])[CH3:2].[C:31](Cl)(=O)C.C[Mg]Br.C(C1C(=O)C(Cl)=C(Cl)C(=O)C=1C#N)#N, predict the reaction product. The product is: [Si:1]([O:8][CH2:9][C@H:10]1[O:14][C:13]([CH3:16])([CH3:15])[N:12]([C:17]([O:19][C:20]([CH3:21])([CH3:22])[CH3:23])=[O:18])[C@H:11]1[CH2:24][C:25]1[CH:26]=[CH:27][N:28]=[C:29]([CH3:31])[CH:30]=1)([C:4]([CH3:5])([CH3:6])[CH3:7])([CH3:3])[CH3:2]. (2) Given the reactants [NH2:1][C:2]1[CH:3]=[C:4]([CH:7]=[C:8]([C:10]([F:13])([F:12])[F:11])[CH:9]=1)[C:5]#[N:6].C(N(C(C)C)CC)(C)C.[C:23]([O:26][CH2:27][C:28](Cl)=[O:29])(=[O:25])[CH3:24], predict the reaction product. The product is: [C:23]([O:26][CH2:27][C:28]([NH:1][C:2]1[CH:9]=[C:8]([C:10]([F:11])([F:12])[F:13])[CH:7]=[C:4]([C:5]#[N:6])[CH:3]=1)=[O:29])(=[O:25])[CH3:24]. (3) Given the reactants [C:1]([C:4]1[C:9]2[NH:10][C:11]3[CH:12]=[C:13]([C:17](O)=[O:18])[CH:14]=[CH:15][C:16]=3[C:8]=2[N:7]=[C:6]([C:20]2[CH:25]=[CH:24][C:23]([O:26][CH3:27])=[C:22]([F:28])[CH:21]=2)[CH:5]=1)(=[O:3])[NH2:2].[CH3:29][N:30]([CH3:36])[CH:31]1[CH2:35][CH2:34][NH:33][CH2:32]1.Cl.CN(C)CCCN=C=NCC.O.ON1C2C=CC=CC=2N=N1.C(N(CC)CC)C, predict the reaction product. The product is: [CH3:29][N:30]([CH3:36])[C@H:31]1[CH2:35][CH2:34][N:33]([C:17]([C:13]2[CH:14]=[CH:15][C:16]3[C:8]4[N:7]=[C:6]([C:20]5[CH:25]=[CH:24][C:23]([O:26][CH3:27])=[C:22]([F:28])[CH:21]=5)[CH:5]=[C:4]([C:1]([NH2:2])=[O:3])[C:9]=4[NH:10][C:11]=3[CH:12]=2)=[O:18])[CH2:32]1. (4) Given the reactants C[O:2][C:3](=[O:21])[C:4]1[CH:9]=[CH:8][C:7]([NH:10][C:11]2[C:12]3[N:13]([CH:18]=[CH:19][N:20]=3)[C:14]([Br:17])=[CH:15][N:16]=2)=[CH:6][CH:5]=1.[Li+].[OH-], predict the reaction product. The product is: [Br:17][C:14]1[N:13]2[CH:18]=[CH:19][N:20]=[C:12]2[C:11]([NH:10][C:7]2[CH:6]=[CH:5][C:4]([C:3]([OH:21])=[O:2])=[CH:9][CH:8]=2)=[N:16][CH:15]=1. (5) Given the reactants [NH2:1][C:2]1[C:3]([Cl:9])=[N:4][CH:5]=[C:6]([Br:8])[CH:7]=1.N1C=CC=CC=1.[C:16]1([S:22](Cl)(=[O:24])=[O:23])[CH:21]=[CH:20][CH:19]=[CH:18][CH:17]=1.C([O-])([O-])=O.[K+].[K+], predict the reaction product. The product is: [Br:8][C:6]1[CH:7]=[C:2]([NH:1][S:22]([C:16]2[CH:21]=[CH:20][CH:19]=[CH:18][CH:17]=2)(=[O:24])=[O:23])[C:3]([Cl:9])=[N:4][CH:5]=1.